From a dataset of Forward reaction prediction with 1.9M reactions from USPTO patents (1976-2016). Predict the product of the given reaction. (1) Given the reactants [OH:1][CH:2]([CH3:31])[CH2:3][NH:4][C:5](=[O:30])[CH2:6][CH:7]([C:24]1[CH:29]=[CH:28][CH:27]=[CH:26][CH:25]=1)[CH:8]([C:18]1[CH:19]=[N:20][CH:21]=[CH:22][CH:23]=1)[C:9]([N:11]([CH:15]([CH3:17])[CH3:16])[CH:12]([CH3:14])[CH3:13])=[O:10].CC(OI1(OC(C)=O)(OC(C)=O)OC(=O)C2C=CC=CC1=2)=O, predict the reaction product. The product is: [CH:15]([N:11]([CH:12]([CH3:14])[CH3:13])[C:9](=[O:10])[CH:8]([C:18]1[CH:19]=[N:20][CH:21]=[CH:22][CH:23]=1)[CH:7]([C:24]1[CH:29]=[CH:28][CH:27]=[CH:26][CH:25]=1)[CH2:6][C:5]([NH:4][CH2:3][C:2](=[O:1])[CH3:31])=[O:30])([CH3:16])[CH3:17]. (2) Given the reactants S(=O)(=O)(O)O.[CH2:6]([C:8]1[C:13]([CH3:14])=[CH:12][C:11]([NH:15][C:16](=[O:18])[CH3:17])=[CH:10][CH:9]=1)[CH3:7].[N+:19]([O-])([OH:21])=[O:20], predict the reaction product. The product is: [CH2:6]([C:8]1[C:13]([CH3:14])=[CH:12][C:11]([NH:15][C:16](=[O:18])[CH3:17])=[C:10]([N+:19]([O-:21])=[O:20])[CH:9]=1)[CH3:7]. (3) The product is: [CH3:13][O:12][C:9]1[CH:10]=[CH:11][C:6]([CH2:5][CH2:4][CH2:3][CH2:2][N:14]2[CH:18]=[CH:17][N:16]=[N:15]2)=[CH:7][CH:8]=1. Given the reactants Cl[CH2:2][CH2:3][CH2:4][CH2:5][C:6]1[CH:11]=[CH:10][C:9]([O:12][CH3:13])=[CH:8][CH:7]=1.[NH:14]1[CH:18]=[CH:17][N:16]=[N:15]1.[I-].[K+].C(OCC)(=O)C, predict the reaction product. (4) Given the reactants [CH2:1]([S:4]([C:7]1[C:12]([C:13]([OH:15])=[O:14])=[CH:11][N:10]=[CH:9][CH:8]=1)(=[O:6])=[O:5])[CH2:2][CH3:3].[CH3:16][O:17][CH2:18][CH2:19][CH2:20]Br, predict the reaction product. The product is: [CH3:16][O:17][CH2:18][CH2:19][CH2:20][O:14][C:13](=[O:15])[C:12]1[C:7]([S:4]([CH2:1][CH2:2][CH3:3])(=[O:5])=[O:6])=[CH:8][CH:9]=[N:10][CH:11]=1. (5) Given the reactants [N:1]([C@H:4]1[CH:10]2[O:11][CH:7]([CH2:8][O:9]2)[C@@H:6]([O:12][CH2:13][C:14]2[CH:19]=[CH:18][CH:17]=[CH:16][CH:15]=2)[C@@H:5]1[O:20][C@H:21]([CH3:34])[C:22]([NH:24][C@H:25]([CH3:33])[CH2:26][C:27]1[CH:32]=[CH:31][CH:30]=[CH:29][CH:28]=1)=[O:23])=[N+]=[N-], predict the reaction product. The product is: [NH2:1][C@H:4]1[CH:10]2[O:11][CH:7]([CH2:8][O:9]2)[C@@H:6]([O:12][CH2:13][C:14]2[CH:15]=[CH:16][CH:17]=[CH:18][CH:19]=2)[C@@H:5]1[O:20][C@H:21]([CH3:34])[C:22]([NH:24][C@H:25]([CH3:33])[CH2:26][C:27]1[CH:28]=[CH:29][CH:30]=[CH:31][CH:32]=1)=[O:23]. (6) The product is: [NH2:50][C:51]1[S:52][C:30]([C:32]2[CH:41]=[CH:40][C:35]([C:36]([O:38][CH3:39])=[O:37])=[CH:34][CH:33]=2)=[CH:44][N:53]=1. Given the reactants [Cl-].COC[P+](C1C=CC=CC=1)(C1C=CC=CC=1)C1C=CC=CC=1.C(O[K])(C)(C)C.[CH:30]([C:32]1[CH:41]=[CH:40][C:35]([C:36]([O:38][CH3:39])=[O:37])=[CH:34][CH:33]=1)=O.BrN1C(=O)CC[C:44]1=O.[NH2:50][C:51]([NH2:53])=[S:52].[NH4+].[OH-], predict the reaction product. (7) Given the reactants I[C:2]1[CH:3]=[C:4]([O:21][C:22]([F:25])([F:24])[F:23])[CH:5]=[C:6]2[C:11]=1[O:10][CH:9]([C:12]([F:15])([F:14])F)[C:8]([C:16]([O:18][CH2:19][CH3:20])=[O:17])=[CH:7]2.[CH2:26]([CH:30]([Sn])C=C(CCCC)CCCC)[CH2:27]CC.[NH4+].[F-:43], predict the reaction product. The product is: [CH2:30]([C:2]1[CH:3]=[C:4]([O:21][C:22]([F:25])([F:24])[F:23])[CH:5]=[C:6]2[C:11]=1[O:10][CH:9]([C:12]([F:14])([F:15])[F:43])[C:8]([C:16]([O:18][CH2:19][CH3:20])=[O:17])=[CH:7]2)[CH:26]=[CH2:27]. (8) Given the reactants [F:1][C:2]([F:8])([F:7])[C:3]([F:6])([F:5])I.C[Li].[Br-].[Li+].[Br:13][C:14]1[CH:15]=[CH:16][C:17]([F:28])=[C:18]([CH:20]=[CH:21][C:22](N(OC)C)=[O:23])[CH:19]=1, predict the reaction product. The product is: [Br:13][C:14]1[CH:15]=[CH:16][C:17]([F:28])=[C:18]([CH:20]=[CH:21][C:22](=[O:23])[C:3]([F:6])([F:5])[C:2]([F:8])([F:7])[F:1])[CH:19]=1.